This data is from Forward reaction prediction with 1.9M reactions from USPTO patents (1976-2016). The task is: Predict the product of the given reaction. (1) Given the reactants CO[C:3](=[O:17])/[CH:4]=[CH:5]/[CH:6]=[CH:7]/[CH2:8][CH2:9][C:10]([O:12][C:13](C)(C)C)=[O:11].C(O)(C(F)(F)F)=O.[NH2:25][C:26]1[CH:31]=[CH:30][CH:29]=[CH:28][CH:27]=1.C(Cl)CCl, predict the reaction product. The product is: [CH3:13][O:12][C:10](=[O:11])/[CH:9]=[CH:8]/[CH:7]=[CH:6]/[CH2:5][CH2:4][C:3](=[O:17])[NH:25][C:26]1[CH:31]=[CH:30][CH:29]=[CH:28][CH:27]=1. (2) The product is: [Br:1][C:5]1[CH:4]=[N:3][C:8]2[NH:9][CH2:10][CH2:11][CH2:12][O:13][C:7]=2[CH:6]=1. Given the reactants [Br:1]Br.[N:3]1[C:8]2[NH:9][CH2:10][CH2:11][CH2:12][O:13][C:7]=2[CH:6]=[CH:5][CH:4]=1.C([O-])([O-])=O.[K+].[K+], predict the reaction product. (3) Given the reactants [H-].[Na+].[CH3:3][O:4][C:5]1[CH:6]=[C:7]2[C:11](=[CH:12][C:13]=1[O:14][CH3:15])[NH:10][C:9]([C:16]([O:18][CH3:19])=[O:17])=[C:8]2[C:20]1[CH:25]=[CH:24][C:23]([O:26][CH3:27])=[CH:22][CH:21]=1.Br[CH2:29][C:30]([O:32]C(C)(C)C)=[O:31], predict the reaction product. The product is: [CH3:19][O:18][C:16]([C:9]1[N:10]([CH2:29][C:30]([OH:32])=[O:31])[C:11]2[C:7]([C:8]=1[C:20]1[CH:21]=[CH:22][C:23]([O:26][CH3:27])=[CH:24][CH:25]=1)=[CH:6][C:5]([O:4][CH3:3])=[C:13]([O:14][CH3:15])[CH:12]=2)=[O:17]. (4) Given the reactants [BH4-].[Li+].C[O:4][C:5](=O)[C:6]1[CH:11]=[CH:10][C:9]([CH:12]2[CH2:14][CH2:13]2)=[C:8]([O:15][C:16]([F:19])([F:18])[F:17])[CH:7]=1.Cl, predict the reaction product. The product is: [CH:12]1([C:9]2[CH:10]=[CH:11][C:6]([CH2:5][OH:4])=[CH:7][C:8]=2[O:15][C:16]([F:17])([F:18])[F:19])[CH2:14][CH2:13]1. (5) Given the reactants [CH3:1][O:2][C:3]1[CH:12]=[C:11]2[C:6]([C:7](=O)[CH2:8][CH:9]([CH:13]3[CH2:17][CH2:16][CH2:15][O:14]3)[O:10]2)=[CH:5][CH:4]=1.Cl.[NH2:20][OH:21].C([O-])(=O)C.[Na+], predict the reaction product. The product is: [CH3:1][O:2][C:3]1[CH:12]=[C:11]2[C:6]([C:7](=[N:20][OH:21])[CH2:8][CH:9]([CH:13]3[CH2:17][CH2:16][CH2:15][O:14]3)[O:10]2)=[CH:5][CH:4]=1. (6) Given the reactants [NH2:1][C:2]1[N:6]([CH3:7])[N:5]=[C:4]([CH3:8])[CH:3]=1.[Cl:9][C:10]1[CH:17]=[C:16]([Cl:18])[CH:15]=[CH:14][C:11]=1[CH:12]=O.[SH:19][C:20]([CH3:25])([CH3:24])[C:21](O)=[O:22].CCN=C=NCCCN(C)C.Cl.[OH-].[Na+], predict the reaction product. The product is: [Cl:9][C:10]1[CH:17]=[C:16]([Cl:18])[CH:15]=[CH:14][C:11]=1[CH:12]1[S:19][C:20]([CH3:25])([CH3:24])[C:21](=[O:22])[NH:1][C:2]2[N:6]([CH3:7])[N:5]=[C:4]([CH3:8])[C:3]1=2.